Dataset: NCI-60 drug combinations with 297,098 pairs across 59 cell lines. Task: Regression. Given two drug SMILES strings and cell line genomic features, predict the synergy score measuring deviation from expected non-interaction effect. (1) Drug 1: C1=NC2=C(N1)C(=S)N=CN2. Drug 2: C1CCC(C(C1)N)N.C(=O)(C(=O)[O-])[O-].[Pt+4]. Cell line: U251. Synergy scores: CSS=29.4, Synergy_ZIP=-7.66, Synergy_Bliss=-6.75, Synergy_Loewe=-15.7, Synergy_HSA=-5.12. (2) Drug 1: CC1C(C(=O)NC(C(=O)N2CCCC2C(=O)N(CC(=O)N(C(C(=O)O1)C(C)C)C)C)C(C)C)NC(=O)C3=C4C(=C(C=C3)C)OC5=C(C(=O)C(=C(C5=N4)C(=O)NC6C(OC(=O)C(N(C(=O)CN(C(=O)C7CCCN7C(=O)C(NC6=O)C(C)C)C)C)C(C)C)C)N)C. Drug 2: C(=O)(N)NO. Cell line: UACC-257. Synergy scores: CSS=2.67, Synergy_ZIP=-0.0532, Synergy_Bliss=-0.650, Synergy_Loewe=1.82, Synergy_HSA=-1.24. (3) Drug 1: C1=C(C(=O)NC(=O)N1)N(CCCl)CCCl. Drug 2: C1CCC(C(C1)N)N.C(=O)(C(=O)[O-])[O-].[Pt+4]. Cell line: HCC-2998. Synergy scores: CSS=19.3, Synergy_ZIP=-8.25, Synergy_Bliss=-5.54, Synergy_Loewe=-19.5, Synergy_HSA=-3.36. (4) Drug 1: C1C(C(OC1N2C=NC3=C2NC=NCC3O)CO)O. Drug 2: CC1CCCC2(C(O2)CC(NC(=O)CC(C(C(=O)C(C1O)C)(C)C)O)C(=CC3=CSC(=N3)C)C)C. Cell line: MDA-MB-231. Synergy scores: CSS=31.2, Synergy_ZIP=-0.940, Synergy_Bliss=-2.69, Synergy_Loewe=-21.0, Synergy_HSA=-1.59. (5) Drug 1: C1CN1C2=NC(=NC(=N2)N3CC3)N4CC4. Drug 2: C1CCC(C(C1)N)N.C(=O)(C(=O)[O-])[O-].[Pt+4]. Cell line: NCI/ADR-RES. Synergy scores: CSS=53.6, Synergy_ZIP=-7.93, Synergy_Bliss=-9.64, Synergy_Loewe=-18.1, Synergy_HSA=-3.85.